This data is from Full USPTO retrosynthesis dataset with 1.9M reactions from patents (1976-2016). The task is: Predict the reactants needed to synthesize the given product. (1) Given the product [NH2:14][C:11]1[N:12]=[CH:13][C:8]([C:35]2[CH:36]=[C:31]([C:29]([N:23]3[CH2:28][CH2:27][O:26][CH2:25][CH2:24]3)=[O:30])[CH:32]=[CH:33][CH:34]=2)=[CH:9][C:10]=1[C:15]1[N:16]=[N:17][N:18]([CH:20]([CH3:22])[CH3:21])[CH:19]=1, predict the reactants needed to synthesize it. The reactants are: C([O-])([O-])=O.[Cs+].[Cs+].Br[C:8]1[CH:9]=[C:10]([C:15]2[N:16]=[N:17][N:18]([CH:20]([CH3:22])[CH3:21])[CH:19]=2)[C:11]([NH2:14])=[N:12][CH:13]=1.[N:23]1([C:29]([C:31]2[CH:32]=[C:33](B(O)O)[CH:34]=[CH:35][CH:36]=2)=[O:30])[CH2:28][CH2:27][O:26][CH2:25][CH2:24]1. (2) Given the product [C:19]1([C:25]([C:26]2[CH:27]=[CH:28][CH:29]=[CH:30][CH:31]=2)([C:32]2[CH:33]=[CH:34][CH:35]=[CH:36][CH:37]=2)[N:3]2[N:2]=[N:1][C:5]([C:6]3[CH:7]=[CH:8][C:9]4[NH:10][C:11]5[C:16]([C:17]=4[CH:18]=3)=[CH:15][CH:14]=[CH:13][CH:12]=5)=[N:4]2)[CH:20]=[CH:21][CH:22]=[CH:23][CH:24]=1, predict the reactants needed to synthesize it. The reactants are: [N:1]1[NH:2][N:3]=[N:4][C:5]=1[C:6]1[CH:7]=[CH:8][C:9]2[NH:10][C:11]3[C:16]([C:17]=2[CH:18]=1)=[CH:15][CH:14]=[CH:13][CH:12]=3.[C:19]1([C:25](Cl)([C:32]2[CH:37]=[CH:36][CH:35]=[CH:34][CH:33]=2)[C:26]2[CH:31]=[CH:30][CH:29]=[CH:28][CH:27]=2)[CH:24]=[CH:23][CH:22]=[CH:21][CH:20]=1.C(N(CC)CC)C.O. (3) Given the product [CH3:17][CH:16]([C:12]1[S:11][CH:15]=[CH:14][CH:13]=1)[CH2:18][CH2:19][CH2:20][CH3:21], predict the reactants needed to synthesize it. The reactants are: [H-].[H-].[H-].[H-].[Li+].[Al+3].[Al+3].[Cl-].[Cl-].[Cl-].[S:11]1[CH:15]=[CH:14][CH:13]=[C:12]1[C:16](O)([CH2:18][CH2:19][CH2:20][CH3:21])[CH3:17]. (4) Given the product [Si:1]([O:20][CH:18]([C:16]1[CH:15]=[CH:14][CH:13]=[C:12]2[C:17]=1[NH:9][CH:10]=[CH:11]2)[CH3:19])([C:4]([CH3:7])([CH3:6])[CH3:5])([CH3:3])[CH3:2], predict the reactants needed to synthesize it. The reactants are: [Si:1](Cl)([C:4]([CH3:7])([CH3:6])[CH3:5])([CH3:3])[CH3:2].[NH:9]1[C:17]2[C:12](=[CH:13][CH:14]=[CH:15][C:16]=2[CH:18]([OH:20])[CH3:19])[CH:11]=[CH:10]1.N1C=CN=C1. (5) Given the product [Br:11][C:7]1[C:2]([OH:1])=[N:3][CH:4]=[C:5]([N+:8]([O-:10])=[O:9])[CH:6]=1, predict the reactants needed to synthesize it. The reactants are: [OH:1][C:2]1[CH:7]=[CH:6][C:5]([N+:8]([O-:10])=[O:9])=[CH:4][N:3]=1.[Br:11]Br. (6) Given the product [CH2:1]([O:8][C:9]([NH:11][C@H:12]1[CH2:16][CH2:15][N:14]([C@H:17]2[CH2:22][CH2:21][C@@H:20]([N:23]([C:24]([CH3:27])([CH3:26])[CH3:25])[CH3:37])[CH2:19][C@H:18]2[C:28]([O:30][CH3:31])=[O:29])[C:13]1=[O:32])=[O:10])[C:2]1[CH:7]=[CH:6][CH:5]=[CH:4][CH:3]=1, predict the reactants needed to synthesize it. The reactants are: [CH2:1]([O:8][C:9]([NH:11][C@H:12]1[CH2:16][CH2:15][N:14]([C@H:17]2[CH2:22][CH2:21][CH:20]([NH:23][C:24]([CH3:27])([CH3:26])[CH3:25])[CH2:19][C@H:18]2[C:28]([O:30][CH3:31])=[O:29])[C:13]1=[O:32])=[O:10])[C:2]1[CH:7]=[CH:6][CH:5]=[CH:4][CH:3]=1.C=O.[BH-](OC(C)=O)(OC(C)=O)O[C:37](C)=O.[Na+]. (7) Given the product [C:17](/[CH:16]=[CH:15]/[C@@H:14]([N:12]([CH3:13])[C:10]([C@@H:9]([NH:8][C:78]([C@@H:77]([N:76]([CH3:74])[C:3](=[O:4])[O:5][C:93]([CH3:98])([CH3:95])[CH3:92])[C:81]([CH3:82])([C:83]1[CH:84]=[CH:85][CH:86]=[CH:87][CH:88]=1)[CH3:89])=[O:79])[C:22]([CH3:23])([CH3:25])[CH3:24])=[O:11])[CH:19]([CH3:20])[CH3:21])#[N:18], predict the reactants needed to synthesize it. The reactants are: FC(F)(F)[C:3]([OH:5])=[O:4].[NH2:8][C@@H:9]([C:22]([CH3:25])([CH3:24])[CH3:23])[C:10]([N:12]([C@@H:14]([CH:19]([CH3:21])[CH3:20])/[CH:15]=[CH:16]/[C:17]#[N:18])[CH3:13])=[O:11].F[P-](F)(F)(F)(F)F.N1(OC(N(C)C)=[N+](C)C)C2N=CC=CC=2N=N1.ON1C2N=CC=CC=2N=N1.C(N(C(C)C)CC)(C)C.C(O[C:74]([N:76](C)[C@@H:77]([C:81]([CH3:89])([C:83]1[CH:88]=[CH:87][CH:86]=[CH:85][CH:84]=1)[CH3:82])[C:78](O)=[O:79])=O)(C)(C)C.C(O)(=O)[CH2:92][C:93]([CH2:98]C(O)=O)([C:95](O)=O)O.